Dataset: Reaction yield outcomes from USPTO patents with 853,638 reactions. Task: Predict the reaction yield, written as a fraction of the theoretical maximum amount of product (1.0 means a 100% yield; for example, 0.34 means a 34% yield). (1) The reactants are [OH:1][C:2]1[CH:15]=[CH:14][C:13]2[C:12](=[O:16])[C:11]3[C:6](=[CH:7][CH:8]=[C:9]([OH:17])[CH:10]=3)[C:5](=[O:18])[C:4]=2[CH:3]=1.C([O-])([O-])=O.[K+].[K+].[CH2:25]([CH:27]([CH2:30][CH2:31][CH2:32][CH3:33])[CH2:28]Br)[CH3:26]. No catalyst specified. The product is [CH2:25]([CH:27]([CH2:30][CH2:31][CH2:32][CH3:33])[CH2:28][O:1][C:2]1[CH:15]=[CH:14][C:13]2[C:12](=[O:16])[C:11]3[C:6](=[CH:7][CH:8]=[C:9]([O:17][CH2:5][CH:4]([CH2:13][CH3:12])[CH2:3][CH2:2][CH2:15][CH3:14])[CH:10]=3)[C:5](=[O:18])[C:4]=2[CH:3]=1)[CH3:26]. The yield is 0.620. (2) The reactants are [C:1]([O:5][C:6]([N:8]1[CH2:13][CH2:12][C:11](=[C:14]([C:20]2[CH:25]=[CH:24][CH:23]=[CH:22][CH:21]=2)[C:15]#[C:16][CH:17]([OH:19])[CH3:18])[CH2:10][CH2:9]1)=[O:7])([CH3:4])([CH3:3])[CH3:2]. The catalyst is C(Cl)Cl.O=[Mn]=O. The product is [C:1]([O:5][C:6]([N:8]1[CH2:9][CH2:10][C:11](=[C:14]([C:20]2[CH:21]=[CH:22][CH:23]=[CH:24][CH:25]=2)[C:15]#[C:16][C:17](=[O:19])[CH3:18])[CH2:12][CH2:13]1)=[O:7])([CH3:2])([CH3:3])[CH3:4]. The yield is 0.970. (3) The yield is 0.830. The reactants are [Cl:1][C:2]1[C:11]2[C:6](=[CH:7][CH:8]=[C:9]([CH:12]=C)[CH:10]=2)[N:5]=[CH:4][CH:3]=1.N1C(C)=CC=CC=1C.[O-:22]I(=O)(=O)=O.[Na+].O. The product is [Cl:1][C:2]1[C:11]2[C:6](=[CH:7][CH:8]=[C:9]([CH:12]=[O:22])[CH:10]=2)[N:5]=[CH:4][CH:3]=1. The catalyst is C(O)(C)(C)C.O1CCOCC1.[Os](=O)(=O)(=O)=O. (4) The reactants are [Cl:1][CH2:2][C:3]([C:5]1[CH:10]=[CH:9][CH:8]=[CH:7][CH:6]=1)=[O:4].[N:11]1([CH:18]([C:30]2[CH:35]=[CH:34][CH:33]=[CH:32][CH:31]=2)[C:19]([O:21][C@@H:22]2[CH:27]3[CH2:28][CH2:29][N:24]([CH2:25][CH2:26]3)[CH2:23]2)=[O:20])[CH2:17][CH2:16][CH2:15][CH2:14][CH2:13][CH2:12]1.CCOCC. The catalyst is C(OCC)(=O)C. The product is [Cl-:1].[N:11]1([CH:18]([C:30]2[CH:31]=[CH:32][CH:33]=[CH:34][CH:35]=2)[C:19]([O:21][C@@H:22]2[CH:27]3[CH2:28][CH2:29][N+:24]([CH2:2][C:3](=[O:4])[C:5]4[CH:10]=[CH:9][CH:8]=[CH:7][CH:6]=4)([CH2:25][CH2:26]3)[CH2:23]2)=[O:20])[CH2:12][CH2:13][CH2:14][CH2:15][CH2:16][CH2:17]1. The yield is 0.656. (5) The reactants are C(OC(=O)[C:5]([CH2:11][C:12]1([C:15]2[CH:20]=[C:19]([F:21])[CH:18]=[CH:17][C:16]=2[O:22][CH3:23])[CH2:14][CH2:13]1)([OH:10])[C:6]([F:9])([F:8])[F:7])C.[H-].[Al+3].[Li+].[H-].[H-].[H-]. The catalyst is C1COCC1. The product is [F:9][C:6]([F:7])([F:8])[C:5](=[O:10])[CH2:11][C:12]1([C:15]2[CH:20]=[C:19]([F:21])[CH:18]=[CH:17][C:16]=2[O:22][CH3:23])[CH2:13][CH2:14]1. The yield is 0.780. (6) The reactants are [Br:1][C:2]1[CH:7]=[C:6]([C:8]([CH3:11])([CH3:10])[CH3:9])[CH:5]=[CH:4][C:3]=1[OH:12].C1N2CN3CN(C2)CN1C3.Cl.FC(F)(F)[C:26](O)=[O:27]. No catalyst specified. The product is [Br:1][C:2]1[C:3]([OH:12])=[C:4]([CH:5]=[C:6]([C:8]([CH3:9])([CH3:11])[CH3:10])[CH:7]=1)[CH:26]=[O:27]. The yield is 0.880. (7) The reactants are [C:1](=[O:23])([O:20][CH2:21][CH3:22])[O:2][C:3]1[CH:8]=[CH:7][C:6]([CH3:9])=[CH:5][C:4]=1[CH:10]1[CH:17]2[CH2:18][CH:13]3[CH2:14][CH:15]([CH2:19][CH:11]1[CH2:12]3)[CH2:16]2.[N+:24]([O-])([O-:26])=[O:25].[K+]. The catalyst is OS(O)(=O)=O. The product is [C:1](=[O:23])([O:20][CH2:21][CH3:22])[O:2][C:3]1[CH:8]=[C:7]([N+:24]([O-:26])=[O:25])[C:6]([CH3:9])=[CH:5][C:4]=1[CH:10]1[CH:11]2[CH2:19][CH:15]3[CH2:14][CH:13]([CH2:18][CH:17]1[CH2:16]3)[CH2:12]2. The yield is 0.250.